From a dataset of Forward reaction prediction with 1.9M reactions from USPTO patents (1976-2016). Predict the product of the given reaction. (1) Given the reactants FC(F)(F)C1C=CC(S(Cl)(=O)=O)=CC=1.[C:15]1([C:21]2[N:25]([S:26]([C:29]3[CH:34]=[CH:33][C:32]([C:35]([F:38])([F:37])[F:36])=[CH:31][CH:30]=3)(=[O:28])=[O:27])[CH:24]=[C:23]([C:39](OCC)=[O:40])[CH:22]=2)[CH:20]=[CH:19][CH:18]=[CH:17][CH:16]=1, predict the reaction product. The product is: [C:15]1([C:21]2[N:25]([S:26]([C:29]3[CH:34]=[CH:33][C:32]([C:35]([F:38])([F:36])[F:37])=[CH:31][CH:30]=3)(=[O:27])=[O:28])[CH:24]=[C:23]([CH:39]=[O:40])[CH:22]=2)[CH:16]=[CH:17][CH:18]=[CH:19][CH:20]=1. (2) The product is: [CH2:3]([S:10][CH:11]([CH2:15][CH2:16][CH2:17][C:18]1[CH:19]=[CH:20][CH:21]=[CH:22][CH:23]=1)[C:12]([O-:14])=[O:13])[C:4]1[CH:5]=[CH:6][CH:7]=[CH:8][CH:9]=1.[Na+:2]. Given the reactants [H-].[Na+:2].[CH2:3]([S:10][CH:11]([CH2:15][CH2:16][CH2:17][C:18]1[CH:23]=[CH:22][CH:21]=[CH:20][CH:19]=1)[C:12]([OH:14])=[O:13])[C:4]1[CH:9]=[CH:8][CH:7]=[CH:6][CH:5]=1, predict the reaction product.